This data is from Full USPTO retrosynthesis dataset with 1.9M reactions from patents (1976-2016). The task is: Predict the reactants needed to synthesize the given product. (1) The reactants are: Br[C:2]1[CH:3]=[C:4]2[C:12](=[CH:13][CH:14]=1)[NH:11][C:10]1[CH:9]([NH2:15])[CH2:8][CH2:7][CH2:6][C:5]2=1.Cl[C:17]1[N:22]=[CH:21][CH:20]=[CH:19][N:18]=1. Given the product [N:18]1[CH:19]=[CH:20][CH:21]=[N:22][C:17]=1[NH:15][CH:9]1[C:10]2[NH:11][C:12]3[C:4](=[CH:3][CH:2]=[CH:14][CH:13]=3)[C:5]=2[CH2:6][CH2:7][CH2:8]1, predict the reactants needed to synthesize it. (2) The reactants are: [C:1]([C:4]1[CH:9]=[CH:8][CH:7]=[CH:6][C:5]=1B(O)O)(=[O:3])[CH3:2].[Cl:13][C:14]1[CH:19]=[CH:18][C:17](I)=[C:16]([F:21])[CH:15]=1.C(=O)([O-])[O-].[K+].[K+]. Given the product [Cl:13][C:14]1[CH:19]=[CH:18][C:17]([C:5]2[CH:6]=[CH:7][CH:8]=[CH:9][C:4]=2[C:1](=[O:3])[CH3:2])=[C:16]([F:21])[CH:15]=1, predict the reactants needed to synthesize it. (3) Given the product [Br:15][C:16]1[C:17]([N:31]([CH3:36])[S:32]([CH3:35])(=[O:33])=[O:34])=[CH:18][C:19]2[O:23][C:22]([CH:24]3[CH2:6][C:5]3([F:13])[F:14])=[C:21]([C:26]([NH:28][CH3:29])=[O:27])[C:20]=2[CH:30]=1, predict the reactants needed to synthesize it. The reactants are: FS([C:5]([F:14])([F:13])[C:6](O[Si](C)(C)C)=O)(=O)=O.[Br:15][C:16]1[C:17]([N:31]([CH3:36])[S:32]([CH3:35])(=[O:34])=[O:33])=[CH:18][C:19]2[O:23][C:22]([CH:24]=C)=[C:21]([C:26]([NH:28][CH3:29])=[O:27])[C:20]=2[CH:30]=1.[F-].[Na+]. (4) Given the product [Cl:14][C:15]1[CH:20]=[CH:19][C:18]([C:2]2[N:10]=[C:9]3[C:5]([N:6]([CH3:11])[CH:7]=[N:8]3)=[C:4]([O:12][CH3:13])[N:3]=2)=[C:17]([F:30])[C:16]=1[O:31][CH3:32], predict the reactants needed to synthesize it. The reactants are: Cl[C:2]1[N:10]=[C:9]2[C:5]([N:6]([CH3:11])[CH:7]=[N:8]2)=[C:4]([O:12][CH3:13])[N:3]=1.[Cl:14][C:15]1[CH:20]=[CH:19][C:18](B2OC(C)(C)C(C)(C)O2)=[C:17]([F:30])[C:16]=1[O:31][CH3:32].[F-].[Cs+]. (5) Given the product [CH2:4]([O:3][C:1]([N:11]1[CH2:16][CH2:15][CH2:14][CH2:13][CH:12]1[C:17](=[O:19])[NH:21][CH2:22][C:23](=[O:24])[C:25]1[CH:30]=[CH:29][CH:28]=[CH:27][CH:26]=1)=[O:2])[C:5]1[CH:6]=[CH:7][CH:8]=[CH:9][CH:10]=1, predict the reactants needed to synthesize it. The reactants are: [C:1]([N:11]1[CH2:16][CH2:15][CH2:14][CH2:13][C@H:12]1[C:17]([OH:19])=O)([O:3][CH2:4][C:5]1[CH:10]=[CH:9][CH:8]=[CH:7][CH:6]=1)=[O:2].Cl.[NH2:21][CH2:22][C:23]([C:25]1[CH:30]=[CH:29][CH:28]=[CH:27][CH:26]=1)=[O:24].ON1C2C=CC=CC=2N=N1.CN(C)CCCCN=C=NCC.CN1CCOCC1.